Dataset: Catalyst prediction with 721,799 reactions and 888 catalyst types from USPTO. Task: Predict which catalyst facilitates the given reaction. (1) Reactant: [CH2:1]([O:3][C:4]([C:6]1[N:7]=[C:8](Cl)[O:9][CH:10]=1)=[O:5])[CH3:2].CC1(C)C(C)(C)OB([C:20]2[O:24][C:23]([Si](C(C)C)(C(C)C)C(C)C)=[N:22][CH:21]=2)O1.C([O-])([O-])=O.[Na+].[Na+]. Product: [CH2:1]([O:3][C:4]([C:6]1[N:7]=[C:8]([C:20]2[O:24][CH:23]=[N:22][CH:21]=2)[O:9][CH:10]=1)=[O:5])[CH3:2]. The catalyst class is: 9. (2) Product: [C:33]([O:32][C:30]([N:17]1[CH2:18][CH2:19][N:14]([C:8]2[C:7]3[C:12](=[CH:13][C:4]([NH:3][CH2:1][CH3:2])=[C:5]([N+:20]([O-:22])=[O:21])[CH:6]=3)[N:11]=[CH:10][N:9]=2)[CH2:15][CH2:16]1)=[O:31])([CH3:36])([CH3:35])[CH3:34]. The catalyst class is: 4. Reactant: [CH2:1]([NH:3][C:4]1[CH:13]=[C:12]2[C:7]([C:8]([N:14]3[CH2:19][CH2:18][NH:17][CH2:16][CH2:15]3)=[N:9][CH:10]=[N:11]2)=[CH:6][C:5]=1[N+:20]([O-:22])=[O:21])[CH3:2].C(N(CC)CC)C.[C:30](O[C:30]([O:32][C:33]([CH3:36])([CH3:35])[CH3:34])=[O:31])([O:32][C:33]([CH3:36])([CH3:35])[CH3:34])=[O:31]. (3) Reactant: ClN1C(=O)CCC1=O.[CH2:9]([OH:17])[CH2:10][CH2:11][CH2:12][CH2:13][CH2:14][CH2:15][CH3:16].CCN(CC)CC. Product: [CH:9](=[O:17])[CH2:10][CH2:11][CH2:12][CH2:13][CH2:14][CH2:15][CH3:16]. The catalyst class is: 11. (4) Reactant: [Cl:1][C:2]1[CH:3]=[C:4]([CH:9]2[CH2:14][CH2:13][N:12]([CH2:15][C@H:16]([OH:34])[CH2:17][O:18][C:19]3[C:27]4[CH:26]=[C:25]([C:28]5[O:29][C:30]([CH3:33])=[N:31][N:32]=5)[O:24][C:23]=4[CH:22]=[CH:21][CH:20]=3)[CH2:11][CH2:10]2)[CH:5]=[CH:6][C:7]=1[Cl:8].[C:35](OC(=O)C)(=[O:37])[CH3:36]. Product: [ClH:1].[C:35]([O:34][C@@H:16]([CH2:15][N:12]1[CH2:11][CH2:10][CH:9]([C:4]2[CH:5]=[CH:6][C:7]([Cl:8])=[C:2]([Cl:1])[CH:3]=2)[CH2:14][CH2:13]1)[CH2:17][O:18][C:19]1[C:27]2[CH:26]=[C:25]([C:28]3[O:29][C:30]([CH3:33])=[N:31][N:32]=3)[O:24][C:23]=2[CH:22]=[CH:21][CH:20]=1)(=[O:37])[CH3:36]. The catalyst class is: 17. (5) Reactant: [CH3:1][O:2][C:3]1[C:8]([N+:9]([O-:11])=[O:10])=[CH:7][CH:6]=[CH:5][C:4]=1B1OC(C)(C)C(C)(C)O1.Br[C:22]1[S:26][C:25]([C:27]([OH:29])=[O:28])=[CH:24][CH:23]=1.C(=O)([O-])[O-].[Na+].[Na+]. Product: [CH3:1][O:2][C:3]1[C:8]([N+:9]([O-:11])=[O:10])=[CH:7][CH:6]=[CH:5][C:4]=1[C:22]1[S:26][C:25]([C:27]([OH:29])=[O:28])=[CH:24][CH:23]=1. The catalyst class is: 70.